From a dataset of Peptide-MHC class II binding affinity with 134,281 pairs from IEDB. Regression. Given a peptide amino acid sequence and an MHC pseudo amino acid sequence, predict their binding affinity value. This is MHC class II binding data. (1) The MHC is DRB1_1101 with pseudo-sequence DRB1_1101. The binding affinity (normalized) is 0.961. The peptide sequence is IGRMLNILSRRRRTA. (2) The peptide sequence is GFVGLCRTLGSKCVR. The MHC is DRB4_0101 with pseudo-sequence DRB4_0103. The binding affinity (normalized) is 0.320. (3) The peptide sequence is AYESYKFIPALEAAVKQAYAATVAAA. The MHC is DRB1_1501 with pseudo-sequence DRB1_1501. The binding affinity (normalized) is 0.539. (4) The peptide sequence is GVLYVGSKTKEGVVH. The MHC is DRB5_0101 with pseudo-sequence DRB5_0101. The binding affinity (normalized) is 0.439. (5) The peptide sequence is MPPELNTARLMAGAG. The MHC is HLA-DQA10501-DQB10301 with pseudo-sequence HLA-DQA10501-DQB10301. The binding affinity (normalized) is 0.480.